Task: Predict which catalyst facilitates the given reaction.. Dataset: Catalyst prediction with 721,799 reactions and 888 catalyst types from USPTO (1) Reactant: [Cl-].[NH2:2][C:3](=[O:16])[CH2:4][CH2:5][C:6]1[CH:11]=[CH:10][CH:9]=[CH:8][N+:7]=1[CH2:12][C:13](=O)[CH3:14].C([O-])(O)=O.[Na+].C(OCC)(=O)C.CO. Product: [CH3:14][C:13]1[C:5]([CH2:4][C:3]([NH2:2])=[O:16])=[C:6]2[N:7]([CH:12]=1)[CH:8]=[CH:9][CH:10]=[CH:11]2. The catalyst class is: 8. (2) Reactant: [CH3:1][O:2][C:3]1[CH:8]=[CH:7][C:6]([C:9]2[N:10]=[C:11]([C:14]3[CH:15]=[C:16]([CH:21]=[CH:22][CH:23]=3)[C:17]([O:19]C)=[O:18])[NH:12][N:13]=2)=[CH:5][CH:4]=1.[OH-].[Na+]. Product: [CH3:1][O:2][C:3]1[CH:4]=[CH:5][C:6]([C:9]2[N:10]=[C:11]([C:14]3[CH:15]=[C:16]([CH:21]=[CH:22][CH:23]=3)[C:17]([OH:19])=[O:18])[NH:12][N:13]=2)=[CH:7][CH:8]=1. The catalyst class is: 1. (3) Reactant: CO[C:3]([C:5]1[C:9]([S:10]([CH3:12])=[O:11])=[C:8]([NH2:13])[N:7]([C:14]2[C:19]([Cl:20])=[CH:18][C:17]([C:21]([F:24])([F:23])[F:22])=[CH:16][C:15]=2[Cl:25])[N:6]=1)=[NH:4].Cl.[O:27]([NH2:29])[CH3:28]. Product: [NH2:13][C:8]1[N:7]([C:14]2[C:15]([Cl:25])=[CH:16][C:17]([C:21]([F:23])([F:24])[F:22])=[CH:18][C:19]=2[Cl:20])[N:6]=[C:5]([C:3](=[NH:4])[NH:29][O:27][CH3:28])[C:9]=1[S:10]([CH3:12])=[O:11]. The catalyst class is: 5. (4) Reactant: C(OC([N:11]1[CH2:16][CH2:15][C@@H:14]([NH:17][C:18](=[O:21])[CH2:19][CH3:20])[CH2:13][C@@H:12]1[C:22]1[CH:27]=[CH:26][C:25]([F:28])=[CH:24][C:23]=1[CH3:29])=O)C1C=CC=CC=1. Product: [F:28][C:25]1[CH:26]=[CH:27][C:22]([C@H:12]2[CH2:13][C@H:14]([NH:17][C:18](=[O:21])[CH2:19][CH3:20])[CH2:15][CH2:16][NH:11]2)=[C:23]([CH3:29])[CH:24]=1. The catalyst class is: 178. (5) Reactant: [O:1]1CCCO[CH:2]1[C:7]1[CH:14]=[CH:13][C:10]([C:11]#[N:12])=[CH:9][C:8]=1[S:15]([C:18]1[CH:23]=[CH:22][CH:21]=[CH:20][CH:19]=1)(=[O:17])=[O:16].C1(C)C=CC(S([O-])(=O)=O)=CC=1.[NH+]1C=CC=CC=1.O. Product: [CH:2]([C:7]1[CH:14]=[CH:13][C:10]([C:11]#[N:12])=[CH:9][C:8]=1[S:15]([C:18]1[CH:23]=[CH:22][CH:21]=[CH:20][CH:19]=1)(=[O:16])=[O:17])=[O:1]. The catalyst class is: 95. (6) Reactant: [H-].[Na+].[OH:3][CH:4]1[CH2:9][CH2:8][N:7]([CH3:10])[CH2:6][CH2:5]1.[Br:11][C:12]1[CH:17]=[CH:16][C:15]([CH3:18])=[C:14](F)[CH:13]=1. Product: [Br:11][C:12]1[CH:13]=[CH:14][C:15]([CH3:18])=[C:16]([CH:17]=1)[O:3][CH:4]1[CH2:9][CH2:8][N:7]([CH3:10])[CH2:6][CH2:5]1. The catalyst class is: 3.